The task is: Predict the reactants needed to synthesize the given product.. This data is from Full USPTO retrosynthesis dataset with 1.9M reactions from patents (1976-2016). The reactants are: [CH2:1]([O:8][C:9]([N:11]1[CH2:16][CH2:15][N:14]([C:17]([C:19]([CH3:55])([CH3:54])[C:20]([NH:22][CH2:23][CH2:24][O:25][C:26]2[CH:31]=[CH:30][C:29]([CH2:32][C:33]3[C:34]([O:41][C@@H]4O[C@H](CO)[C@@H](O)[C@H](O)[C@H]4O)=[N:35][NH:36][C:37]=3[CH:38]([CH3:40])[CH3:39])=[C:28]([CH3:53])[CH:27]=2)=[O:21])=[O:18])[CH2:13][CH2:12]1)=[O:10])[C:2]1[CH:7]=[CH:6][CH:5]=[CH:4][CH:3]=1.O.C1(C)C=CC(S(O)(=O)=O)=CC=1.C(=O)([O-])O.[Na+]. Given the product [CH2:1]([O:8][C:9]([N:11]1[CH2:12][CH2:13][N:14]([C:17]([C:19]([CH3:55])([CH3:54])[C:20]([NH:22][CH2:23][CH2:24][O:25][C:26]2[CH:31]=[CH:30][C:29]([CH2:32][C:33]3[C:34](=[O:41])[NH:35][NH:36][C:37]=3[CH:38]([CH3:39])[CH3:40])=[C:28]([CH3:53])[CH:27]=2)=[O:21])=[O:18])[CH2:15][CH2:16]1)=[O:10])[C:2]1[CH:7]=[CH:6][CH:5]=[CH:4][CH:3]=1, predict the reactants needed to synthesize it.